Dataset: Forward reaction prediction with 1.9M reactions from USPTO patents (1976-2016). Task: Predict the product of the given reaction. (1) Given the reactants [Cl:1][C:2]1[C:3]([I:9])=[CH:4][C:5](F)=[N:6][CH:7]=1.[NH2:10][C@H:11]1[CH2:16][CH2:15][C@H:14]([CH2:17][NH:18][C:19](=[O:25])[O:20][C:21]([CH3:24])([CH3:23])[CH3:22])[CH2:13][CH2:12]1.CS(C)=O, predict the reaction product. The product is: [C:21]([O:20][C:19](=[O:25])[NH:18][CH2:17][C@H:14]1[CH2:13][CH2:12][C@H:11]([NH:10][C:5]2[CH:4]=[C:3]([I:9])[C:2]([Cl:1])=[CH:7][N:6]=2)[CH2:16][CH2:15]1)([CH3:24])([CH3:22])[CH3:23]. (2) Given the reactants [N:1]([O-])=O.[Na+].[NH2:5][C:6]1[CH:7]=[CH:8][C:9]([O:12][CH3:13])=[N:10][CH:11]=1.C([O:16][C:17](=[O:34])[CH:18]([NH:24][C:25]([C:27]1[CH:32]=[CH:31][C:30]([CH3:33])=[CH:29][N:28]=1)=O)C(OCC)=O)C.C(=O)([O-])[O-].[K+].[K+], predict the reaction product. The product is: [CH3:13][O:12][C:9]1[N:10]=[CH:11][C:6]([N:5]2[C:25]([C:27]3[CH:32]=[CH:31][C:30]([CH3:33])=[CH:29][N:28]=3)=[N:24][C:18]([C:17]([OH:16])=[O:34])=[N:1]2)=[CH:7][CH:8]=1. (3) Given the reactants [Cl:1][C:2]1[CH:3]=[C:4]([CH:12]([CH2:32][C@H:33]2[CH2:53][CH2:52][C:35]3([O:39][C@H:38]([C:40]4[CH:45]=[CH:44][CH:43]=[CH:42][CH:41]=4)[C@@H:37]([C:46]4[CH:51]=[CH:50][CH:49]=[CH:48][CH:47]=4)[O:36]3)[CH2:34]2)[C:13](=O)[CH2:14][CH2:15][C:16]([C:18]2[S:19][C:20]([CH2:23][O:24]C3CCCCO3)=[CH:21][N:22]=2)=O)[CH:5]=[CH:6][C:7]=1[S:8]([CH3:11])(=[O:10])=[O:9].C([O-])(=O)C.[NH4+:58].C(=O)([O-])O.[Na+], predict the reaction product. The product is: [Cl:1][C:2]1[CH:3]=[C:4]([CH:12]([C:13]2[NH:58][C:16]([C:18]3[S:19][C:20]([CH2:23][OH:24])=[CH:21][N:22]=3)=[CH:15][CH:14]=2)[CH2:32][C@H:33]2[CH2:53][CH2:52][C:35]3([O:36][C@H:37]([C:46]4[CH:47]=[CH:48][CH:49]=[CH:50][CH:51]=4)[C@@H:38]([C:40]4[CH:41]=[CH:42][CH:43]=[CH:44][CH:45]=4)[O:39]3)[CH2:34]2)[CH:5]=[CH:6][C:7]=1[S:8]([CH3:11])(=[O:10])=[O:9].